From a dataset of Full USPTO retrosynthesis dataset with 1.9M reactions from patents (1976-2016). Predict the reactants needed to synthesize the given product. (1) Given the product [C:25]([C:27]1[CH:32]=[CH:31][C:30]([C:2]2[CH:14]=[C:13]([CH3:15])[C:12]([O:16][C:17]3[N:21]([CH3:22])[N:20]=[C:19]([CH3:23])[C:18]=3[CH3:24])=[CH:11][C:3]=2[O:4][C@@H:5]([CH3:10])[C:6]([OH:8])=[O:7])=[CH:29][CH:28]=1)#[N:26], predict the reactants needed to synthesize it. The reactants are: Br[C:2]1[CH:14]=[C:13]([CH3:15])[C:12]([O:16][C:17]2[N:21]([CH3:22])[N:20]=[C:19]([CH3:23])[C:18]=2[CH3:24])=[CH:11][C:3]=1[O:4][C@@H:5]([CH3:10])[C:6]([O:8]C)=[O:7].[C:25]([C:27]1[CH:32]=[CH:31][C:30](OB(O)O)=[CH:29][CH:28]=1)#[N:26].[F-].[K+].C(#N)C. (2) Given the product [CH2:26]([N:25]1[C:21]2=[N:20][C:1]([C:2]3[CH:7]=[CH:6][CH:5]=[CH:4][CH:3]=3)=[C:9]([C:10]#[N:11])[C:18]([CH:15]3[CH2:16][CH2:17][O:12][CH2:13][CH2:14]3)=[C:22]2[CH:23]=[N:24]1)[CH3:28], predict the reactants needed to synthesize it. The reactants are: [C:1]([CH2:9][C:10]#[N:11])(=O)[C:2]1[CH:7]=[CH:6][CH:5]=[CH:4][CH:3]=1.[O:12]1[CH2:17][CH2:16][CH:15]([CH:18]=O)[CH2:14][CH2:13]1.[NH2:20][C:21]1[N:25]([CH3:26])[N:24]=[CH:23][CH:22]=1.N1C=CC=C[CH:28]=1. (3) The reactants are: [CH3:1][C:2]1[C:3]([NH:8][CH:9]=O)=[N:4][NH:5][C:6]=1[CH3:7].CC1C(N)=NNC=1C. Given the product [CH3:9][NH:8][C:3]1[C:2]([CH3:1])=[C:6]([CH3:7])[NH:5][N:4]=1, predict the reactants needed to synthesize it. (4) Given the product [Cl:1][C:2]1[CH:3]=[CH:4][C:5]([C:33]#[N:34])=[C:6]([C:8]2[C:13]([O:14][CH3:15])=[CH:12][N:11]([CH:16]([CH2:24][C:25]3([CH3:31])[CH2:30][CH2:29][O:28][CH2:27][CH2:26]3)[C:17]([OH:19])=[O:18])[C:10](=[O:32])[CH:9]=2)[CH:7]=1, predict the reactants needed to synthesize it. The reactants are: [Cl:1][C:2]1[CH:3]=[CH:4][C:5]([C:33]#[N:34])=[C:6]([C:8]2[C:13]([O:14][CH3:15])=[CH:12][N:11]([CH:16]([CH2:24][C:25]3([CH3:31])[CH2:30][CH2:29][O:28][CH2:27][CH2:26]3)[C:17]([O:19]C(C)(C)C)=[O:18])[C:10](=[O:32])[CH:9]=2)[CH:7]=1.C(O)(C(F)(F)F)=O. (5) Given the product [CH:23]1([N:22]2[C:21]3[CH:29]=[CH:30][C:31]([C:33]([OH:35])=[O:34])=[CH:32][C:20]=3[N:19]=[C:18]2[C:13]2[CH:14]=[C:15]3[C:10](=[CH:11][CH:12]=2)[N:9]=[C:45]([C:40]2[CH:41]=[CH:42][C:43]([Cl:44])=[C:38]([Cl:37])[CH:39]=2)[CH:46]=[CH:16]3)[CH2:24][CH2:25][CH2:26][CH2:27][CH2:28]1, predict the reactants needed to synthesize it. The reactants are: BrC1C=CC(O)=C(C2C=[CH:16][C:15]3[C:10](=[CH:11][CH:12]=[C:13]([C:18]4[N:22]([CH:23]5[CH2:28][CH2:27][CH2:26][CH2:25][CH2:24]5)[C:21]5[CH:29]=[CH:30][C:31]([C:33]([OH:35])=[O:34])=[CH:32][C:20]=5[N:19]=4)[CH:14]=3)[N:9]=2)C=1.[Cl:37][C:38]1[CH:39]=[C:40]([C:45](=O)[CH3:46])[CH:41]=[CH:42][C:43]=1[Cl:44].[OH-].[K+]. (6) Given the product [CH3:1][O:2][C:3]1[CH:4]=[C:5]([C:25]([Cl:30])=[O:27])[C:6]2[CH2:7][CH:8]([C:17]3[CH:22]=[CH:21][C:20]([O:23][CH3:24])=[CH:19][CH:18]=3)[CH:9]3[CH:14]([C:15]=2[CH:16]=1)[CH2:13][CH2:12][CH2:11][CH2:10]3, predict the reactants needed to synthesize it. The reactants are: [CH3:1][O:2][C:3]1[CH:4]=[C:5]([C:25]([OH:27])=O)[C:6]2[CH2:7][CH:8]([C:17]3[CH:22]=[CH:21][C:20]([O:23][CH3:24])=[CH:19][CH:18]=3)[CH:9]3[CH:14]([C:15]=2[CH:16]=1)[CH2:13][CH2:12][CH2:11][CH2:10]3.S(Cl)([Cl:30])=O.